Dataset: Forward reaction prediction with 1.9M reactions from USPTO patents (1976-2016). Task: Predict the product of the given reaction. (1) Given the reactants [C:1](OC(C1CCCN1C(=O)C(NC(=O)C1C=CC(N)=C(Cl)C=1)C)=O)(C)(C)C.[O:28]=[C:29]1[O:33][CH:32]([O:34][CH2:35][CH2:36][C:37]2[CH:42]=[CH:41][CH:40]=[CH:39][CH:38]=2)[CH:31]([NH:43][C:44]([CH:46]2[CH2:50][CH2:49][CH2:48][N:47]2[C:51](=[O:65])[CH:52]([NH:54][C:55](=[O:64])[C:56]2[CH:61]=[CH:60][C:59]([NH2:62])=[C:58]([Cl:63])[CH:57]=2)[CH3:53])=[O:45])[CH2:30]1, predict the reaction product. The product is: [CH2:36]1[C:37]2[C:38](=[CH:39][CH:40]=[CH:41][CH:42]=2)[CH2:1][CH:35]1[O:34][CH:32]1[CH:31]([NH:43][C:44]([CH:46]2[CH2:50][CH2:49][CH2:48][N:47]2[C:51](=[O:65])[CH:52]([NH:54][C:55](=[O:64])[C:56]2[CH:61]=[CH:60][C:59]([NH2:62])=[C:58]([Cl:63])[CH:57]=2)[CH3:53])=[O:45])[CH2:30][C:29](=[O:28])[O:33]1. (2) Given the reactants [CH3:1][O:2][C:3]1[CH:8]=[CH:7][CH:6]=[CH:5][C:4]=1[Mg]Br.[CH:11]([N:24]1[CH2:27][C:26](=[O:28])[CH2:25]1)([C:18]1[CH:23]=[CH:22][CH:21]=[CH:20][CH:19]=1)[C:12]1[CH:17]=[CH:16][CH:15]=[CH:14][CH:13]=1, predict the reaction product. The product is: [CH:11]([N:24]1[CH2:27][C:26]([C:4]2[CH:5]=[CH:6][CH:7]=[CH:8][C:3]=2[O:2][CH3:1])([OH:28])[CH2:25]1)([C:18]1[CH:23]=[CH:22][CH:21]=[CH:20][CH:19]=1)[C:12]1[CH:13]=[CH:14][CH:15]=[CH:16][CH:17]=1. (3) Given the reactants [CH3:1][N:2]1[CH2:15][CH2:14][C:5]2[NH:6][C:7]3[CH:8]=[CH:9][C:10]([CH3:13])=[CH:11][C:12]=3[C:4]=2[CH2:3]1.[CH3:16][C:17]1[C:26]2[C:21](=[CH:22][CH:23]=[CH:24][CH:25]=2)[C:20]([CH:27]=[CH2:28])=[CH:19][N:18]=1.[OH-].[K+], predict the reaction product. The product is: [CH3:1][N:2]1[CH2:15][CH2:14][C:5]2[N:6]([CH2:28][CH2:27][C:20]3[C:21]4[C:26](=[CH:25][CH:24]=[CH:23][CH:22]=4)[C:17]([CH3:16])=[N:18][CH:19]=3)[C:7]3[CH:8]=[CH:9][C:10]([CH3:13])=[CH:11][C:12]=3[C:4]=2[CH2:3]1. (4) Given the reactants [Cl:1][C:2]1[C:7]([C:8]2[CH:13]=[CH:12][CH:11]=[C:10]([CH2:14][CH3:15])[CH:9]=2)=[C:6]([C:16]([C@@H:18]2[CH2:23][CH2:22][CH2:21][N:20]([C:24]([O:26][C:27]([CH3:30])([CH3:29])[CH3:28])=[O:25])[CH2:19]2)=[O:17])[CH:5]=[CH:4][CH:3]=1.B.CSC.B1(C)OC(C2C=CC=CC=2)(C2C=CC=CC=2)[C@@H]2N1CCC2, predict the reaction product. The product is: [Cl:1][C:2]1[C:7]([C:8]2[CH:13]=[CH:12][CH:11]=[C:10]([CH2:14][CH3:15])[CH:9]=2)=[C:6]([C@H:16]([OH:17])[C@@H:18]2[CH2:23][CH2:22][CH2:21][N:20]([C:24]([O:26][C:27]([CH3:30])([CH3:29])[CH3:28])=[O:25])[CH2:19]2)[CH:5]=[CH:4][CH:3]=1. (5) Given the reactants Br[C:2]1[NH:3][C:4]2[C:9]([C:10]=1[CH:11]1[CH2:16][CH2:15][CH2:14][CH2:13][CH2:12]1)=[CH:8][CH:7]=[C:6]([C:17]([O:19][CH3:20])=[O:18])[CH:5]=2.[CH:21]([C:23]1[CH:28]=[CH:27][CH:26]=[CH:25][C:24]=1B(O)O)=[O:22].[Li+].[Cl-].CCO.C1(C)C=CC=CC=1, predict the reaction product. The product is: [CH:11]1([C:10]2[C:9]3[C:4](=[CH:5][C:6]([C:17]([O:19][CH3:20])=[O:18])=[CH:7][CH:8]=3)[N:3]3[CH:21]([OH:22])[C:23]4[C:28]([C:2]=23)=[CH:27][CH:26]=[CH:25][CH:24]=4)[CH2:16][CH2:15][CH2:14][CH2:13][CH2:12]1.